Predict the reaction yield, written as a fraction of the theoretical maximum amount of product (1.0 means a 100% yield; for example, 0.34 means a 34% yield). From a dataset of Reaction yield outcomes from USPTO patents with 853,638 reactions. (1) The reactants are [C:1]([Si:5]([CH3:8])([CH3:7])Cl)([CH3:4])([CH3:3])[CH3:2].[CH2:9]([N:16]1[C:23](=[O:24])[C:20]2([CH2:22][CH2:21]2)[NH:19][C:18](=[O:25])[CH:17]1[CH2:26][OH:27])[C:10]1[CH:15]=[CH:14][CH:13]=[CH:12][CH:11]=1.C(N(CC)CC)C. The catalyst is CN(C)C1C=CN=CC=1.CN(C)C=O. The product is [CH2:9]([N:16]1[C:23](=[O:24])[C:20]2([CH2:21][CH2:22]2)[NH:19][C:18](=[O:25])[CH:17]1[CH2:26][O:27][Si:5]([C:1]([CH3:4])([CH3:3])[CH3:2])([CH3:8])[CH3:7])[C:10]1[CH:15]=[CH:14][CH:13]=[CH:12][CH:11]=1. The yield is 0.850. (2) The reactants are Br[C:2]1[CH:3]=[CH:4][C:5]2[NH:6][C:7]3[C:12]([C:13]=2[CH:14]=1)=[CH:11][CH:10]=[CH:9][CH:8]=3.[CH:15]1[C:23]2[C:22]3[CH:24]=[CH:25][CH:26]=[CH:27][C:21]=3[S:20][C:19]=2[C:18](B(O)O)=[CH:17][CH:16]=1.C1(C)C=CC=CC=1P(C1C=CC=CC=1C)C1C=CC=CC=1C.C(=O)([O-])[O-].[K+].[K+]. The catalyst is C([O-])(=O)C.[Pd+2].C([O-])(=O)C.C(O)C.C1(C)C=CC=CC=1. The product is [CH:15]1[C:23]2[C:22]3[CH:24]=[CH:25][CH:26]=[CH:27][C:21]=3[S:20][C:19]=2[C:18]([C:2]2[CH:3]=[CH:4][C:5]3[NH:6][C:7]4[C:12]([C:13]=3[CH:14]=2)=[CH:11][CH:10]=[CH:9][CH:8]=4)=[CH:17][CH:16]=1. The yield is 0.320.